Dataset: Full USPTO retrosynthesis dataset with 1.9M reactions from patents (1976-2016). Task: Predict the reactants needed to synthesize the given product. (1) Given the product [Br:1][C:2]1[CH:3]=[C:4]([C:16]([NH:18][CH2:19][C:20]2[C:21](=[O:29])[NH:22][C:23]([CH3:28])=[CH:24][C:25]=2[CH2:26][Br:50])=[O:17])[C:5]2[CH:6]=[N:7][N:8]([CH:11]3[CH2:15][CH2:14][CH2:13][CH2:12]3)[C:9]=2[CH:10]=1, predict the reactants needed to synthesize it. The reactants are: [Br:1][C:2]1[CH:3]=[C:4]([C:16]([NH:18][CH2:19][C:20]2[C:21](=[O:29])[NH:22][C:23]([CH3:28])=[CH:24][C:25]=2[CH2:26]O)=[O:17])[C:5]2[CH:6]=[N:7][N:8]([CH:11]3[CH2:15][CH2:14][CH2:13][CH2:12]3)[C:9]=2[CH:10]=1.C1(P(C2C=CC=CC=2)C2C=CC=CC=2)C=CC=CC=1.C(Br)(Br)(Br)[Br:50]. (2) Given the product [Br:9][C:7]1[N:8]=[C:3]([N:2]([CH3:1])[C:18]([NH:17][CH2:10][CH2:11][CH2:12][CH2:13][CH2:14][CH2:15][CH3:16])=[O:19])[CH:4]=[CH:5][CH:6]=1, predict the reactants needed to synthesize it. The reactants are: [CH3:1][NH:2][C:3]1[N:8]=[C:7]([Br:9])[CH:6]=[CH:5][CH:4]=1.[CH2:10]([N:17]=[C:18]=[O:19])[CH2:11][CH2:12][CH2:13][CH2:14][CH2:15][CH3:16]. (3) Given the product [ClH:1].[ClH:1].[C:2]([C:6]1[CH:11]=[CH:10][C:9](/[CH:12]=[CH:13]/[CH:14]=[CH:15]/[C:16]([N:18]2[CH2:19][CH2:20][N:21]([CH2:24][CH2:25][CH2:26][CH2:27][CH2:28][CH2:29][CH2:30][CH2:31][N:32]3[CH2:33][CH2:34][N:35]([C:38](=[O:53])/[CH:39]=[CH:40]/[CH:41]=[CH:42]/[C:43]4[CH:48]=[CH:47][C:46]([C:49]([CH3:52])([CH3:51])[CH3:50])=[CH:45][CH:44]=4)[CH2:36][CH2:37]3)[CH2:22][CH2:23]2)=[O:17])=[CH:8][CH:7]=1)([CH3:5])([CH3:4])[CH3:3], predict the reactants needed to synthesize it. The reactants are: [ClH:1].[C:2]([C:6]1[CH:11]=[CH:10][C:9](/[CH:12]=[CH:13]/[CH:14]=[CH:15]/[C:16]([N:18]2[CH2:23][CH2:22][N:21]([CH2:24][CH2:25][CH2:26][CH2:27][CH2:28][CH2:29][CH2:30][CH2:31][N:32]3[CH2:37][CH2:36][N:35]([C:38](=[O:53])/[CH:39]=[CH:40]/[CH:41]=[CH:42]/[C:43]4[CH:48]=[CH:47][C:46]([C:49]([CH3:52])([CH3:51])[CH3:50])=[CH:45][CH:44]=4)[CH2:34][CH2:33]3)[CH2:20][CH2:19]2)=[O:17])=[CH:8][CH:7]=1)([CH3:5])([CH3:4])[CH3:3]. (4) Given the product [Cl:25][C:21]1[S:20][C:19]([CH2:18][N:16]2[CH2:17][C:13]3[CH:12]=[CH:11][N:10]=[C:9]([O:8][C@@H:3]4[CH2:4][CH2:5][CH2:6][CH2:7][C@H:2]4[OH:1])[C:14]=3[C:15]2=[O:24])=[CH:23][CH:22]=1, predict the reactants needed to synthesize it. The reactants are: [OH:1][C@@H:2]1[CH2:7][CH2:6][CH2:5][CH2:4][C@H:3]1[O:8][C:9]1[C:14]2[C:15](=[O:24])[N:16]([CH2:18][C:19]3[S:20][CH:21]=[CH:22][CH:23]=3)[CH2:17][C:13]=2[CH:12]=[CH:11][N:10]=1.[Cl:25]N1C(=O)CCC1=O. (5) Given the product [O:14]=[C:13]1[NH:12][C@H:11]2[CH2:10][S:9][C@@H:8]([CH2:7][CH2:6][CH2:5][CH2:4][C:2]([O:1]/[N:18]=[C:19](\[NH2:35])/[CH2:20][CH2:21][CH2:22][CH2:23][N:24]3[C:28]4[CH:29]=[C:30]([CH3:33])[CH:31]=[CH:32][C:27]=4[O:26][C:25]3=[O:34])=[O:3])[C@H:16]2[NH:15]1, predict the reactants needed to synthesize it. The reactants are: [OH:1][C:2]([CH2:4][CH2:5][CH2:6][CH2:7][C@H:8]1[C@@H:16]2[C@@H:11]([NH:12][C:13]([NH:15]2)=[O:14])[CH2:10][S:9]1)=[O:3].O[N:18]=[C:19]([NH2:35])[CH2:20][CH2:21][CH2:22][CH2:23][N:24]1[C:28]2[CH:29]=[C:30]([CH3:33])[CH:31]=[CH:32][C:27]=2[O:26][C:25]1=[O:34].CCN=C=NCCCN(C)C.Cl.CCN(C(C)C)C(C)C. (6) Given the product [CH3:14][O:1][C:2]1[CH:3]=[C:4]([CH:10]=[C:11]([CH3:13])[N:12]=1)[C:5]([O:7][CH2:8][CH3:9])=[O:6], predict the reactants needed to synthesize it. The reactants are: [OH:1][C:2]1[CH:3]=[C:4]([CH:10]=[C:11]([CH3:13])[N:12]=1)[C:5]([O:7][CH2:8][CH3:9])=[O:6].[CH3:14]I. (7) The reactants are: [NH2:1][CH2:2][C@H:3]([NH:8][C:9](=[O:40])[C:10]1[CH:15]=[CH:14][C:13]([NH:16][C:17]2[N:22]=[C:21]([NH:23][C:24]3([C:27]4[CH:32]=[CH:31][C:30]([Cl:33])=[CH:29][CH:28]=4)[CH2:26][CH2:25]3)[N:20]=[C:19]([O:34][CH2:35][C:36]([F:39])([F:38])[F:37])[N:18]=2)=[CH:12][CH:11]=1)[C:4]([O:6][CH3:7])=[O:5].[CH2:41]([O:43][C:44]1[C:45](=O)[C:46](=[O:51])[C:47]=1[O:48]CC)C. Given the product [Cl:33][C:30]1[CH:29]=[CH:28][C:27]([C:24]2([NH:23][C:21]3[N:20]=[C:19]([O:34][CH2:35][C:36]([F:39])([F:38])[F:37])[N:18]=[C:17]([NH:16][C:13]4[CH:14]=[CH:15][C:10]([C:9]([NH:8][C@@H:3]([CH2:2][NH:1][C:45]5[C:46](=[O:51])[C:47](=[O:48])[C:44]=5[O:43][CH3:41])[C:4]([O:6][CH3:7])=[O:5])=[O:40])=[CH:11][CH:12]=4)[N:22]=3)[CH2:25][CH2:26]2)=[CH:32][CH:31]=1, predict the reactants needed to synthesize it.